This data is from Reaction yield outcomes from USPTO patents with 853,638 reactions. The task is: Predict the reaction yield, written as a fraction of the theoretical maximum amount of product (1.0 means a 100% yield; for example, 0.34 means a 34% yield). (1) The product is [F:34][C:23]1[CH:22]=[CH:21][C:20]([C:18]2[N:6]3[N:5]=[CH:4][C:3]([C:7]([C:9]4[S:10][CH:11]=[CH:12][CH:13]=4)=[O:8])=[C:2]3[N:1]=[CH:16][CH:17]=2)=[CH:25][C:24]=1[N:26]([CH2:31][C:32]#[CH:33])[S:27]([CH3:30])(=[O:29])=[O:28]. The reactants are [NH2:1][C:2]1[NH:6][N:5]=[CH:4][C:3]=1[C:7]([C:9]1[S:10][CH:11]=[CH:12][CH:13]=1)=[O:8].CN(C)[CH:16]=[CH:17][C:18]([C:20]1[CH:21]=[CH:22][C:23]([F:34])=[C:24]([N:26]([CH2:31][C:32]#[CH:33])[S:27]([CH3:30])(=[O:29])=[O:28])[CH:25]=1)=O.C(OCC)(=O)C. The catalyst is C(O)(=O)C. The yield is 0.610. (2) The reactants are [O:1]1[C:9]2[CH:8]=[CH:7][N:6]=[C:5]([N:10]3[CH2:15][CH2:14][N:13]([CH2:16][CH2:17][CH:18]4[CH2:23][CH2:22][CH:21]([NH:24]C(=O)[O-])[CH2:20][CH2:19]4)[CH2:12][CH2:11]3)[C:4]=2[CH2:3][CH2:2]1.[ClH:28]. The catalyst is ClCCl. The product is [ClH:28].[ClH:28].[ClH:28].[O:1]1[C:9]2[CH:8]=[CH:7][N:6]=[C:5]([N:10]3[CH2:15][CH2:14][N:13]([CH2:16][CH2:17][C@H:18]4[CH2:23][CH2:22][C@H:21]([NH2:24])[CH2:20][CH2:19]4)[CH2:12][CH2:11]3)[C:4]=2[CH2:3][CH2:2]1. The yield is 1.00. (3) The reactants are CO[C:3](=[O:16])[CH2:4][CH2:5][CH2:6][CH2:7][CH2:8][CH2:9][C:10](=[O:15])[C:11]([F:14])([F:13])[F:12].O[Li].O.Cl.C(Cl)CCl.[NH2:25][C:26]1[CH:31]=[CH:30][CH:29]=[CH:28][CH:27]=1. The catalyst is C1COCC1.O.CN(C1C=CN=CC=1)C.C(Cl)Cl. The product is [C:26]1([NH:25][C:3](=[O:16])[CH2:4][CH2:5][CH2:6][CH2:7][CH2:8][CH2:9][C:10](=[O:15])[C:11]([F:12])([F:13])[F:14])[CH:31]=[CH:30][CH:29]=[CH:28][CH:27]=1. The yield is 0.650.